From a dataset of Peptide-MHC class II binding affinity with 134,281 pairs from IEDB. Regression. Given a peptide amino acid sequence and an MHC pseudo amino acid sequence, predict their binding affinity value. This is MHC class II binding data. (1) The peptide sequence is HLCKKHNGVIVPKKK. The MHC is DRB1_0101 with pseudo-sequence DRB1_0101. The binding affinity (normalized) is 0.271. (2) The peptide sequence is MFISDTPGERNPYEN. The MHC is DRB1_0301 with pseudo-sequence DRB1_0301. The binding affinity (normalized) is 0.860.